This data is from Catalyst prediction with 721,799 reactions and 888 catalyst types from USPTO. The task is: Predict which catalyst facilitates the given reaction. (1) Reactant: [CH3:1][N:2]1[CH2:7][CH2:6][C:5]([CH2:9][O:10][C:11]2[C:19]3[C:18]4[CH:20]=[C:21]([C:24]#[N:25])[N:22]=[CH:23][C:17]=4[NH:16][C:15]=3[N:14]=[CH:13][CH:12]=2)([CH3:8])[CH2:4][CH2:3]1.C([O-])(=O)C.[Na+].[Br:31]Br.[OH-].[Na+]. Product: [Br:31][C:12]1[CH:13]=[N:14][C:15]2[NH:16][C:17]3[CH:23]=[N:22][C:21]([C:24]#[N:25])=[CH:20][C:18]=3[C:19]=2[C:11]=1[O:10][CH2:9][C:5]1([CH3:8])[CH2:6][CH2:7][N:2]([CH3:1])[CH2:3][CH2:4]1. The catalyst class is: 86. (2) Reactant: [S:1]1[CH2:7][C:5](=[O:6])[NH:4][C:2]1=[S:3].O=[CH:9][C:10]1[CH:18]=[CH:17][C:15]([OH:16])=[C:12]([O:13][CH3:14])[CH:11]=1.CC([O-])=O.[Na+].C(O)(=O)C. Product: [OH:16][C:15]1[CH:17]=[CH:18][C:10]([CH:9]=[C:7]2[S:1][C:2](=[S:3])[NH:4][C:5]2=[O:6])=[CH:11][C:12]=1[O:13][CH3:14]. The catalyst class is: 6.